From a dataset of Forward reaction prediction with 1.9M reactions from USPTO patents (1976-2016). Predict the product of the given reaction. (1) Given the reactants CN(C)/[CH:3]=[CH:4]/[C:5]([C:7]1[C:15]2[C:10](=[CH:11][CH:12]=[CH:13][CH:14]=2)[N:9]([CH3:16])[CH:8]=1)=O.Cl.[OH:19][C:20]1[CH:21]=[C:22]([NH:26][C:27]([NH2:29])=[NH:28])[CH:23]=[CH:24][CH:25]=1.[OH-].[Na+], predict the reaction product. The product is: [CH3:16][N:9]1[C:10]2[C:15](=[CH:14][CH:13]=[CH:12][CH:11]=2)[C:7]([C:5]2[CH:4]=[CH:3][N:29]=[C:27]([NH:26][C:22]3[CH:21]=[C:20]([OH:19])[CH:25]=[CH:24][CH:23]=3)[N:28]=2)=[CH:8]1. (2) Given the reactants [CH3:1][O:2][C:3]([C:5]1[S:6][CH:7]=[CH:8][C:9]=1[N:10]([C@H:20]1[CH2:25][CH2:24][C@H:23]([OH:26])[CH2:22][CH2:21]1)[C:11]([C@H:13]1[CH2:18][CH2:17][C@H:16]([CH3:19])[CH2:15][CH2:14]1)=[O:12])=[O:4].[O:27]1[CH:32]=[CH:31][CH2:30][CH2:29][CH2:28]1.C([O-])(O)=O.[Na+], predict the reaction product. The product is: [CH3:1][O:2][C:3]([C:5]1[S:6][CH:7]=[CH:8][C:9]=1[N:10]([C:11]([C@H:13]1[CH2:18][CH2:17][C@H:16]([CH3:19])[CH2:15][CH2:14]1)=[O:12])[C@H:20]1[CH2:21][CH2:22][C@H:23]([O:26][CH:28]2[CH2:29][CH2:30][CH2:31][CH2:32][O:27]2)[CH2:24][CH2:25]1)=[O:4]. (3) Given the reactants Cl[C:2]1[N:7]([CH2:8][C:9]2[CH:16]=[C:15]([F:17])[CH:14]=[CH:13][C:10]=2[C:11]#[N:12])[C:6](=[O:18])[N:5]([CH3:19])[C:4](=[O:20])[CH:3]=1.Cl.Cl.[NH2:23][C@@H:24]1[CH2:29][CH2:28][CH2:27][NH:26][CH2:25]1, predict the reaction product. The product is: [NH2:23][CH:24]1[CH2:29][CH2:28][CH2:27][N:26]([C:2]2[N:7]([CH2:8][C:9]3[CH:16]=[C:15]([F:17])[CH:14]=[CH:13][C:10]=3[C:11]#[N:12])[C:6](=[O:18])[N:5]([CH3:19])[C:4](=[O:20])[CH:3]=2)[CH2:25]1. (4) Given the reactants I[Si](C)(C)C.C[O:7][C:8]1[CH:9]=[C:10]([CH3:20])[CH:11]=[C:12]([C:14]2[CH:19]=[CH:18][CH:17]=[CH:16][CH:15]=2)[CH:13]=1, predict the reaction product. The product is: [CH3:20][C:10]1[CH:9]=[C:8]([OH:7])[CH:13]=[C:12]([C:14]2[CH:19]=[CH:18][CH:17]=[CH:16][CH:15]=2)[CH:11]=1. (5) Given the reactants [NH2:1][N:2]1[N:11]=[C:10]([N:12]2[CH2:17][CH2:16][O:15][CH2:14][CH2:13]2)[C:9]2[C:4](=[CH:5][CH:6]=[CH:7][CH:8]=2)[C:3]1=[O:18].[OH:19][C:20]1[CH:25]=[CH:24][C:23]([CH2:26][C:27](O)=[O:28])=[CH:22][CH:21]=1, predict the reaction product. The product is: [OH:19][C:20]1[CH:25]=[CH:24][C:23]([CH2:26][C:27]([NH:1][N:2]2[N:11]=[C:10]([N:12]3[CH2:17][CH2:16][O:15][CH2:14][CH2:13]3)[C:9]3[C:4](=[CH:5][CH:6]=[CH:7][CH:8]=3)[C:3]2=[O:18])=[O:28])=[CH:22][CH:21]=1. (6) Given the reactants [F:1][C:2]1[CH:7]=[CH:6][C:5]([C:8]2([C:14]3[CH:19]=[CH:18][C:17]([F:20])=[CH:16][CH:15]=3)[CH2:12][CH2:11][NH:10][C:9]2=O)=[CH:4][CH:3]=1.[H-].[Al+3].[Li+].[H-].[H-].[H-], predict the reaction product. The product is: [F:1][C:2]1[CH:7]=[CH:6][C:5]([C:8]2([C:14]3[CH:19]=[CH:18][C:17]([F:20])=[CH:16][CH:15]=3)[CH2:12][CH2:11][NH:10][CH2:9]2)=[CH:4][CH:3]=1. (7) Given the reactants [CH2:1]([N:5]([CH2:16][CH2:17][CH3:18])[C:6](=[O:15])[O:7][CH2:8][C:9]1[CH:14]=[CH:13][CH:12]=[CH:11][CH:10]=1)/[CH:2]=[CH:3]/[CH3:4].[CH2:19]([Zn]CC)C.ICI, predict the reaction product. The product is: [CH3:4][CH:3]1[CH2:19][CH:2]1[CH2:1][N:5]([CH2:16][CH2:17][CH3:18])[C:6](=[O:15])[O:7][CH2:8][C:9]1[CH:10]=[CH:11][CH:12]=[CH:13][CH:14]=1. (8) Given the reactants [CH3:1][O:2][C:3](=[O:26])[CH2:4][CH2:5][CH2:6][CH2:7][CH2:8][O:9][C:10]1[CH:11]=[CH:12][C:13]2[N:17]=[C:16]([SH:18])[N:15]([C:19]3[CH:24]=[CH:23][CH:22]=[CH:21][CH:20]=3)[C:14]=2[CH:25]=1.[CH2:27](I)[CH2:28][CH3:29].C(=O)([O-])O.[K+].C1CC2OCCOCCOC3C(OCCOCCOC2CC1)CCCC3, predict the reaction product. The product is: [CH3:1][O:2][C:3](=[O:26])[CH2:4][CH2:5][CH2:6][CH2:7][CH2:8][O:9][C:10]1[CH:11]=[CH:12][C:13]2[N:17]=[C:16]([S:18][CH2:27][CH2:28][CH3:29])[N:15]([C:19]3[CH:20]=[CH:21][CH:22]=[CH:23][CH:24]=3)[C:14]=2[CH:25]=1.